Dataset: Full USPTO retrosynthesis dataset with 1.9M reactions from patents (1976-2016). Task: Predict the reactants needed to synthesize the given product. (1) Given the product [CH2:27]([O:26][CH:25]([O:29][CH2:30][CH3:31])[CH2:24][CH2:23][O:1][C:2]1[CH:10]=[CH:9][C:5]([C:6]([NH2:8])=[O:7])=[CH:4][CH:3]=1)[CH3:28], predict the reactants needed to synthesize it. The reactants are: [OH:1][C:2]1[CH:10]=[CH:9][C:5]([C:6]([NH2:8])=[O:7])=[CH:4][CH:3]=1.C(=O)([O-])[O-].[K+].[K+].CN(C=O)C.Cl[CH2:23][CH2:24][CH:25]([O:29][CH2:30][CH3:31])[O:26][CH2:27][CH3:28]. (2) Given the product [C:1]([O:5][C:6]([N:8]1[CH2:13][CH2:12][CH:11]([C:14]2[C:19]([N:21]3[C:29]4[C:24](=[CH:25][CH:26]=[CH:27][CH:28]=4)[CH2:23][CH2:22]3)=[CH:18][CH:17]=[CH:16][N:15]=2)[CH2:10][CH2:9]1)=[O:7])([CH3:4])([CH3:3])[CH3:2], predict the reactants needed to synthesize it. The reactants are: [C:1]([O:5][C:6]([N:8]1[CH2:13][CH2:12][CH:11]([C:14]2[C:19](Br)=[CH:18][CH:17]=[CH:16][N:15]=2)[CH2:10][CH2:9]1)=[O:7])([CH3:4])([CH3:3])[CH3:2].[NH:21]1[C:29]2[C:24](=[CH:25][CH:26]=[CH:27][CH:28]=2)[CH2:23][CH2:22]1.C1C=CC(P(C2C(C3C(P(C4C=CC=CC=4)C4C=CC=CC=4)=CC=C4C=3C=CC=C4)=C3C(C=CC=C3)=CC=2)C2C=CC=CC=2)=CC=1.C(O[Na])(C)(C)C. (3) Given the product [CH3:24][O:25][C:26]([C:28]1[N:29]=[C:30]([NH:33][CH2:11][C:12]2[CH:17]=[C:16]([O:18][CH3:19])[C:15]([O:20][CH3:21])=[CH:14][C:13]=2[OH:22])[S:31][CH:32]=1)=[O:27], predict the reactants needed to synthesize it. The reactants are: [N+](C1C=CC(O[C:11](=O)[C:12]2[CH:17]=[C:16]([O:18][CH3:19])[C:15]([O:20][CH3:21])=[CH:14][C:13]=2[OH:22])=CC=1)([O-])=O.[CH3:24][O:25][C:26]([C:28]1[N:29]=[C:30]([NH2:33])[S:31][CH:32]=1)=[O:27].CO. (4) Given the product [CH3:9][C@H:10]([C@H:31]([CH3:6])[CH2:32][CH2:33][CH3:34])[C:11]([N:13]1[C@@H:17]([C:18]2[CH:23]=[CH:22][CH:21]=[CH:20][CH:19]=2)[C@@H:16]([C:24]2[CH:29]=[CH:28][CH:27]=[CH:26][CH:25]=2)[O:15][C:14]1=[O:30])=[O:12], predict the reactants needed to synthesize it. The reactants are: S(C)C.[Li+].[Cl-].[CH3:6][Mg]Cl.[CH3:9]/[C:10](=[CH:31]\[CH2:32][CH2:33][CH3:34])/[C:11]([N:13]1[C@@H:17]([C:18]2[CH:23]=[CH:22][CH:21]=[CH:20][CH:19]=2)[C@@H:16]([C:24]2[CH:29]=[CH:28][CH:27]=[CH:26][CH:25]=2)[O:15][C:14]1=[O:30])=[O:12]. (5) Given the product [NH2:40][C:27]1[N:26]=[C:25]([CH3:24])[C:30]([C:2]2[N:3]=[C:4]([N:18]3[CH2:23][CH2:22][O:21][CH2:20][CH2:19]3)[C:5]3[S:10][C:9]([CH2:11][N:12]([CH3:17])[S:13]([CH3:16])(=[O:15])=[O:14])=[CH:8][C:6]=3[N:7]=2)=[CH:29][N:28]=1, predict the reactants needed to synthesize it. The reactants are: Cl[C:2]1[N:3]=[C:4]([N:18]2[CH2:23][CH2:22][O:21][CH2:20][CH2:19]2)[C:5]2[S:10][C:9]([CH2:11][N:12]([CH3:17])[S:13]([CH3:16])(=[O:15])=[O:14])=[CH:8][C:6]=2[N:7]=1.[CH3:24][C:25]1[C:30](B2OC(C)(C)C(C)(C)O2)=[CH:29][N:28]=[C:27]([NH2:40])[N:26]=1. (6) The reactants are: [CH3:1][O:2][C:3](=[O:52])[C@@H:4]([NH:27][C:28](=[O:51])[CH:29]([NH:32][C:33]([C:35]1[C:36]2[CH:43]=[N:42][N:41]([C:44]3[CH:49]=[CH:48][C:47]([F:50])=[CH:46][CH:45]=3)[C:37]=2[CH:38]=[N:39][CH:40]=1)=[O:34])[CH2:30][CH3:31])[C@H:5]([O:7]C(C1C=CC=CC=1)(C1C=CC=CC=1)C1C=CC=CC=1)[CH3:6].Cl. Given the product [CH3:1][O:2][C:3](=[O:52])[C@@H:4]([NH:27][C:28](=[O:51])[CH:29]([NH:32][C:33]([C:35]1[C:36]2[CH:43]=[N:42][N:41]([C:44]3[CH:49]=[CH:48][C:47]([F:50])=[CH:46][CH:45]=3)[C:37]=2[CH:38]=[N:39][CH:40]=1)=[O:34])[CH2:30][CH3:31])[C@H:5]([OH:7])[CH3:6], predict the reactants needed to synthesize it.